This data is from Peptide-MHC class I binding affinity with 185,985 pairs from IEDB/IMGT. The task is: Regression. Given a peptide amino acid sequence and an MHC pseudo amino acid sequence, predict their binding affinity value. This is MHC class I binding data. (1) The peptide sequence is SLYPPCLFK. The MHC is HLA-B08:02 with pseudo-sequence HLA-B08:02. The binding affinity (normalized) is 0.0847. (2) The peptide sequence is ASEELMDKY. The MHC is HLA-B07:02 with pseudo-sequence HLA-B07:02. The binding affinity (normalized) is 0.0847. (3) The peptide sequence is MASSVLLWM. The MHC is HLA-B35:01 with pseudo-sequence HLA-B35:01. The binding affinity (normalized) is 0.627. (4) The peptide sequence is AEIQPQWIA. The MHC is HLA-B44:02 with pseudo-sequence HLA-B44:02. The binding affinity (normalized) is 0.697. (5) The MHC is HLA-A23:01 with pseudo-sequence HLA-A23:01. The peptide sequence is CGSVGFNIDY. The binding affinity (normalized) is 0. (6) The peptide sequence is VGNVYVKF. The MHC is HLA-A68:01 with pseudo-sequence HLA-A68:01. The binding affinity (normalized) is 0.0952. (7) The peptide sequence is RWFVRNPFF. The MHC is HLA-C06:02 with pseudo-sequence HLA-C06:02. The binding affinity (normalized) is 0.0847. (8) The peptide sequence is YIDWMVSVP. The MHC is HLA-A80:01 with pseudo-sequence HLA-A80:01. The binding affinity (normalized) is 0.0847. (9) The peptide sequence is LCSEKPVMHY. The MHC is HLA-A29:02 with pseudo-sequence HLA-A29:02. The binding affinity (normalized) is 0.130.